Predict which catalyst facilitates the given reaction. From a dataset of Catalyst prediction with 721,799 reactions and 888 catalyst types from USPTO. (1) Reactant: [NH2:1][C:2]1[S:3][CH:4]=[C:5]([C:7]([O:9][CH2:10][CH3:11])=[O:8])[N:6]=1.N1C=CC=CC=1.[CH2:18]([O:25][C:26](Cl)=[O:27])[C:19]1[CH:24]=[CH:23][CH:22]=[CH:21][CH:20]=1. Product: [CH2:18]([O:25][C:26]([NH:1][C:2]1[S:3][CH:4]=[C:5]([C:7]([O:9][CH2:10][CH3:11])=[O:8])[N:6]=1)=[O:27])[C:19]1[CH:24]=[CH:23][CH:22]=[CH:21][CH:20]=1. The catalyst class is: 4. (2) Reactant: [Cl:1][C:2]1[CH:7]=[CH:6][C:5]([CH:8]([C:14]2[CH:19]=[CH:18][C:17]([Cl:20])=[CH:16][CH:15]=2)[CH2:9][C:10]([O:12]C)=[O:11])=[CH:4][CH:3]=1.O.[OH-].[Li+]. Product: [Cl:1][C:2]1[CH:3]=[CH:4][C:5]([CH:8]([C:14]2[CH:15]=[CH:16][C:17]([Cl:20])=[CH:18][CH:19]=2)[CH2:9][C:10]([OH:12])=[O:11])=[CH:6][CH:7]=1. The catalyst class is: 200. (3) Reactant: [CH3:1][O:2][C:3]1[CH:8]=[C:7]([NH:9][CH2:10][C:11]2[CH:21]=[CH:20][C:14]3[N:15]=[C:16]([S:18][CH3:19])[O:17][C:13]=3[CH:12]=2)[C:6]([NH2:22])=[CH:5][CH:4]=1.[CH2:23](OC(OCC)OCC)C. Product: [CH3:1][O:2][C:3]1[CH:4]=[CH:5][C:6]2[N:22]=[CH:23][N:9]([CH2:10][C:11]3[CH:21]=[CH:20][C:14]4[N:15]=[C:16]([S:18][CH3:19])[O:17][C:13]=4[CH:12]=3)[C:7]=2[CH:8]=1. The catalyst class is: 106. (4) Reactant: Cl[C:2]1[N:7]=[C:6]([NH:8][C:9]2[CH:14]=[CH:13][C:12]([O:15][CH3:16])=[CH:11][CH:10]=2)[N:5]=[C:4]([NH:17][CH:18]2[NH:22][C:21](=[O:23])[N:20]([CH3:24])[C:19]2=[O:25])[N:3]=1.[CH3:26][O:27][C:28]1[CH:34]=[CH:33][C:31]([NH2:32])=[CH:30][CH:29]=1.C(=O)([O-])[O-].[K+].[K+]. Product: [CH3:26][O:27][C:28]1[CH:34]=[CH:33][C:31]([NH:32][C:2]2[N:7]=[C:6]([NH:8][C:9]3[CH:14]=[CH:13][C:12]([O:15][CH3:16])=[CH:11][CH:10]=3)[N:5]=[C:4]([NH:17][CH:18]3[NH:22][C:21](=[O:23])[N:20]([CH3:24])[C:19]3=[O:25])[N:3]=2)=[CH:30][CH:29]=1. The catalyst class is: 18. (5) Reactant: [Cl:1][C:2]1[C:3]([C:22]2[C:30]3[C:25](=[CH:26][CH:27]=[CH:28][CH:29]=3)[N:24]([S:31]([C:34]3[CH:39]=[CH:38][CH:37]=[CH:36][CH:35]=3)(=[O:33])=[O:32])[CH:23]=2)=[N:4][C:5]([NH:8][CH:9]2[CH2:14][CH2:13][N:12](C(OC(C)(C)C)=O)[CH2:11][CH2:10]2)=[N:6][CH:7]=1.C(O)(C(F)(F)F)=O. Product: [Cl:1][C:2]1[C:3]([C:22]2[C:30]3[C:25](=[CH:26][CH:27]=[CH:28][CH:29]=3)[N:24]([S:31]([C:34]3[CH:39]=[CH:38][CH:37]=[CH:36][CH:35]=3)(=[O:33])=[O:32])[CH:23]=2)=[N:4][C:5]([NH:8][CH:9]2[CH2:10][CH2:11][NH:12][CH2:13][CH2:14]2)=[N:6][CH:7]=1. The catalyst class is: 2. (6) Reactant: ClC(O[C:6](=[O:12])OC(Cl)(Cl)Cl)(Cl)Cl.Cl.[CH2:14]1[C@H:18]2[CH2:19][CH2:20][N:21]([C:24](=[O:38])/[CH:25]=[CH:26]/[C:27]3[CH:32]=[CH:31][C:30]([O:33][C:34]([F:37])([F:36])[F:35])=[CH:29][CH:28]=3)[CH2:22][CH2:23][C@H:17]2[CH2:16][NH:15]1.Cl.[NH:40]1[CH:44]=[C:43]([CH2:45][NH2:46])[N:42]=[N:41]1.C(N(CC)CC)C. Product: [NH:42]1[C:43]([CH2:45][NH:46][C:6]([N:15]2[CH2:16][C@H:17]3[C@H:18]([CH2:19][CH2:20][N:21]([C:24](=[O:38])/[CH:25]=[CH:26]/[C:27]4[CH:32]=[CH:31][C:30]([O:33][C:34]([F:35])([F:36])[F:37])=[CH:29][CH:28]=4)[CH2:22][CH2:23]3)[CH2:14]2)=[O:12])=[CH:44][N:40]=[N:41]1. The catalyst class is: 362. (7) Reactant: [CH3:1][O:2][N:3]([CH3:28])[C:4]([C:6]1[C:11]([NH:12][S:13]([C:16]2[CH:21]=[CH:20][C:19]([Cl:22])=[C:18]([C:23]([F:26])([F:25])[F:24])[CH:17]=2)(=[O:15])=[O:14])=[CH:10][C:9]([CH3:27])=[CH:8][N:7]=1)=[O:5].C(=O)([O-])[O-].[K+].[K+].[CH3:35][O:36][CH2:37]Cl.COCNC(C1C(N(COC)S(C2C=CC(Cl)=C(C(F)(F)F)C=2)(=O)=O)=CC(Cl)=CN=1)=O. Product: [CH3:1][O:2][N:3]([CH3:28])[C:4]([C:6]1[C:11]([N:12]([S:13]([C:16]2[CH:21]=[CH:20][C:19]([Cl:22])=[C:18]([C:23]([F:26])([F:24])[F:25])[CH:17]=2)(=[O:15])=[O:14])[CH2:35][O:36][CH3:37])=[CH:10][C:9]([CH3:27])=[CH:8][N:7]=1)=[O:5]. The catalyst class is: 1. (8) Reactant: [CH3:1][O:2][C:3]1[CH:8]=[CH:7][C:6]([CH2:9][C:10]([NH:12][C:13]2[CH:14]=[CH:15][C:16]([C:19](O)=[O:20])=[N:17][CH:18]=2)=[O:11])=[C:5]([C:22]([F:25])([F:24])[F:23])[CH:4]=1.CN(C(ON1N=NC2C=CC=NC1=2)=[N+](C)C)C.F[P-](F)(F)(F)(F)F.[CH2:50]([O:57][C:58]1[CH:82]=[CH:81][C:61]([C:62]([O:64][C:65]2[CH:70]=[CH:69][C:68]([CH2:71][NH:72][CH2:73][C:74]([O:76][C:77]([CH3:80])([CH3:79])[CH3:78])=[O:75])=[CH:67][CH:66]=2)=[O:63])=[CH:60][CH:59]=1)[CH2:51][CH2:52][CH2:53][CH2:54][CH2:55][CH3:56].C(N(CC)CC)C. Product: [CH2:50]([O:57][C:58]1[CH:82]=[CH:81][C:61]([C:62]([O:64][C:65]2[CH:66]=[CH:67][C:68]([CH2:71][N:72]([CH2:73][C:74]([O:76][C:77]([CH3:80])([CH3:79])[CH3:78])=[O:75])[C:19](=[O:20])[C:16]3[CH:15]=[CH:14][C:13]([NH:12][C:10](=[O:11])[CH2:9][C:6]4[CH:7]=[CH:8][C:3]([O:2][CH3:1])=[CH:4][C:5]=4[C:22]([F:25])([F:24])[F:23])=[CH:18][N:17]=3)=[CH:69][CH:70]=2)=[O:63])=[CH:60][CH:59]=1)[CH2:51][CH2:52][CH2:53][CH2:54][CH2:55][CH3:56]. The catalyst class is: 3. (9) Product: [N:22]([CH:10]1[CH2:9][O:8][CH:7]([C:6]2[N:2]([CH3:1])[N:3]=[CH:4][C:5]=2[N+:15]([O-:17])=[O:16])[CH2:13][C:12](=[O:14])[CH2:11]1)=[N+:23]=[N-:24]. Reactant: [CH3:1][N:2]1[C:6]([CH:7]2[CH2:13][C:12](=[O:14])[CH:11]=[CH:10][CH2:9][O:8]2)=[C:5]([N+:15]([O-:17])=[O:16])[CH:4]=[N:3]1.C[Si]([N:22]=[N+:23]=[N-:24])(C)C. The catalyst class is: 23. (10) Reactant: B(Br)(Br)Br.[C:5]([C:7]1[S:8][C:9]2[CH:15]=[C:14]([O:16]C)[CH:13]=[CH:12][C:10]=2[CH:11]=1)#[N:6]. Product: [C:5]([C:7]1[S:8][C:9]2[CH:15]=[C:14]([OH:16])[CH:13]=[CH:12][C:10]=2[CH:11]=1)#[N:6]. The catalyst class is: 2.